Dataset: Forward reaction prediction with 1.9M reactions from USPTO patents (1976-2016). Task: Predict the product of the given reaction. (1) Given the reactants [Br:1][C:2]1[CH:3]=[CH:4][C:5](F)=[C:6]([N+:8]([O-:10])=[O:9])[CH:7]=1.[C:12]([O:16][C:17]([N:19]1[CH2:22][CH:21]([NH2:23])[CH2:20]1)=[O:18])([CH3:15])([CH3:14])[CH3:13].C(N(CC)CC)C, predict the reaction product. The product is: [C:12]([O:16][C:17]([N:19]1[CH2:22][CH:21]([NH:23][C:5]2[CH:4]=[CH:3][C:2]([Br:1])=[CH:7][C:6]=2[N+:8]([O-:10])=[O:9])[CH2:20]1)=[O:18])([CH3:15])([CH3:13])[CH3:14]. (2) Given the reactants Cl[CH2:2][C:3]1[C:12]2[C:7](=[CH:8][CH:9]=[CH:10][CH:11]=2)[N:6]=[C:5]([CH3:13])[CH:4]=1.[I:14][C:15]1[CH:20]=[CH:19][C:18]([OH:21])=[CH:17][CH:16]=1.C([O-])([O-])=O.[K+].[K+], predict the reaction product. The product is: [I:14][C:15]1[CH:20]=[CH:19][C:18]([O:21][CH2:2][C:3]2[C:12]3[C:7](=[CH:8][CH:9]=[CH:10][CH:11]=3)[N:6]=[C:5]([CH3:13])[CH:4]=2)=[CH:17][CH:16]=1. (3) Given the reactants [C:1]([Si:3]([CH3:6])([CH3:5])[CH3:4])#[CH:2].C([Li])CCC.CCCCCC.[Cl:18][C:19]1[CH:24]=[CH:23][C:22]([N:25]=[C:26]=[S:27])=[CH:21][CH:20]=1.Br[CH2:29][CH:30]1[CH2:35][CH2:34][CH2:33][CH2:32][CH2:31]1, predict the reaction product. The product is: [Cl:18][C:19]1[CH:24]=[CH:23][C:22]([N:25]=[C:26]([S:27][CH2:29][CH:30]2[CH2:35][CH2:34][CH2:33][CH2:32][CH2:31]2)[C:2]#[C:1][Si:3]([CH3:6])([CH3:5])[CH3:4])=[CH:21][CH:20]=1. (4) Given the reactants [Cl:1][C:2]1[CH:7]=[CH:6][C:5]([CH:8]([CH2:14][CH2:15][O:16][CH3:17])[C:9]([F:13])=[C:10](F)[F:11])=[CH:4][CH:3]=1.[H-].COCCO[Al+]OCCOC.[Na+].[H-].Cl, predict the reaction product. The product is: [Cl:1][C:2]1[CH:3]=[CH:4][C:5]([CH:8]([CH2:14][CH2:15][O:16][CH3:17])/[C:9](/[F:13])=[CH:10]\[F:11])=[CH:6][CH:7]=1. (5) Given the reactants CN(C=O)C.CC(C)([O-])C.[K+].[OH:12][C:13]1[CH:14]=[N:15][CH:16]=[CH:17][CH:18]=1.[CH3:19][Si:20]([CH2:23][CH2:24][O:25][CH2:26]Cl)([CH3:22])[CH3:21], predict the reaction product. The product is: [CH3:19][Si:20]([CH3:22])([CH3:21])[CH2:23][CH2:24][O:25][CH2:26][O:12][C:13]1[CH:14]=[N:15][CH:16]=[CH:17][CH:18]=1. (6) Given the reactants [CH2:1]([C:3]1[CH:8]=[CH:7][C:6]([CH:9]2[CH2:14][NH:13][CH2:12][CH:11]([C:15]([O:17][CH3:18])=[O:16])[CH2:10]2)=[CH:5][CH:4]=1)[CH3:2].[CH2:19]([N:21]([CH3:25])[C:22](Cl)=[O:23])[CH3:20], predict the reaction product. The product is: [CH2:19]([N:21]([CH3:25])[C:22]([N:13]1[CH2:14][CH:9]([C:6]2[CH:5]=[CH:4][C:3]([CH2:1][CH3:2])=[CH:8][CH:7]=2)[CH2:10][CH:11]([C:15]([O:17][CH3:18])=[O:16])[CH2:12]1)=[O:23])[CH3:20]. (7) Given the reactants [NH2:1][C:2]1[N:7]=[CH:6][N:5]=[C:4]2[N:8]([C@@H:25]3[CH2:30][CH2:29][CH2:28][N:27](C(OC(C)(C)C)=O)[CH2:26]3)[N:9]=[C:10]([C:11]3[CH:16]=[CH:15][C:14]([O:17][C:18]4[CH:23]=[CH:22][CH:21]=[CH:20][C:19]=4[F:24])=[CH:13][CH:12]=3)[C:3]=12.FC(F)(F)C(O)=O, predict the reaction product. The product is: [F:24][C:19]1[CH:20]=[CH:21][CH:22]=[CH:23][C:18]=1[O:17][C:14]1[CH:13]=[CH:12][C:11]([C:10]2[C:3]3[C:4](=[N:5][CH:6]=[N:7][C:2]=3[NH2:1])[N:8]([C@@H:25]3[CH2:30][CH2:29][CH2:28][NH:27][CH2:26]3)[N:9]=2)=[CH:16][CH:15]=1. (8) The product is: [Cl:27][C:28]1[C:33]([Cl:34])=[CH:32][C:31]([C:35]2([CH2:5][OH:16])[C:43]3[C:38](=[CH:39][CH:40]=[CH:41][CH:42]=3)[N:37]([CH2:44][CH2:45][CH2:46][CH2:47][CH3:48])[C:36]2=[O:49])=[C:30]([OH:50])[CH:29]=1. Given the reactants BrC1C=CC=C2C=1C(C1C(O)=CC3OCOC=3C=1)[C:5](=[O:16])N2CCCCC.[Cl:27][C:28]1[C:33]([Cl:34])=[CH:32][C:31]([CH:35]2[C:43]3[C:38](=[CH:39][CH:40]=[CH:41][CH:42]=3)[N:37]([CH2:44][CH2:45][CH2:46][CH2:47][CH3:48])[C:36]2=[O:49])=[C:30]([OH:50])[CH:29]=1, predict the reaction product. (9) Given the reactants [CH2:1]([O:4][C:5]1[CH:10]=[CH:9][C:8]([CH:11]2[CH2:16][CH2:15][N:14]([C:17]([O:19][C:20]([CH3:23])([CH3:22])[CH3:21])=[O:18])[CH2:13][CH:12]2[OH:24])=[CH:7][CH:6]=1)[CH:2]=[CH2:3].[CH3:25][S:26][C:27]1[CH:34]=[CH:33][C:30]([CH2:31]Cl)=[CH:29][CH:28]=1, predict the reaction product. The product is: [CH2:1]([O:4][C:5]1[CH:6]=[CH:7][C:8]([CH:11]2[CH2:16][CH2:15][N:14]([C:17]([O:19][C:20]([CH3:23])([CH3:22])[CH3:21])=[O:18])[CH2:13][CH:12]2[O:24][CH2:31][C:30]2[CH:33]=[CH:34][C:27]([S:26][CH3:25])=[CH:28][CH:29]=2)=[CH:9][CH:10]=1)[CH:2]=[CH2:3]. (10) Given the reactants [Cl:1][C:2]1[N:7]=[C:6]([CH:8](O)[CH3:9])[CH:5]=[CH:4][N:3]=1.C(N(S(F)(F)[F:17])CC)C, predict the reaction product. The product is: [Cl:1][C:2]1[N:7]=[C:6]([CH:8]([F:17])[CH3:9])[CH:5]=[CH:4][N:3]=1.